This data is from Forward reaction prediction with 1.9M reactions from USPTO patents (1976-2016). The task is: Predict the product of the given reaction. (1) The product is: [Cl:17][C:18]1[CH:23]=[C:22]([O:8][C:9]2[CH:16]=[N:15][CH:14]=[CH:13][C:10]=2[C:11]#[N:12])[CH:21]=[CH:20][N:19]=1. Given the reactants [H-].[Na+].CN(C=O)C.[OH:8][C:9]1[CH:16]=[N:15][CH:14]=[CH:13][C:10]=1[C:11]#[N:12].[Cl:17][C:18]1[CH:23]=[C:22]([N+]([O-])=O)[CH:21]=[CH:20][N:19]=1, predict the reaction product. (2) Given the reactants [Cl:1][C:2]1[S:6][C:5]([C:7]([NH:9][C:10]2[S:11][CH:12]=[C:13]([CH2:15][C:16]([OH:18])=O)[N:14]=2)=[O:8])=[CH:4][CH:3]=1.[CH3:19][N:20]1[CH2:25][CH2:24][N:23]([CH:26]2[CH2:31][CH2:30][NH:29][CH2:28][CH2:27]2)[CH2:22][CH2:21]1, predict the reaction product. The product is: [CH3:19][N:20]1[CH2:25][CH2:24][N:23]([CH:26]2[CH2:31][CH2:30][N:29]([C:16](=[O:18])[CH2:15][C:13]3[N:14]=[C:10]([NH:9][C:7]([C:5]4[S:6][C:2]([Cl:1])=[CH:3][CH:4]=4)=[O:8])[S:11][CH:12]=3)[CH2:28][CH2:27]2)[CH2:22][CH2:21]1. (3) Given the reactants [H-].[Na+].[C:3]1([C:9]2[C:17]3[C:12](=[CH:13][CH:14]=[CH:15][CH:16]=3)[NH:11][CH:10]=2)[CH:8]=[CH:7][CH:6]=[CH:5][CH:4]=1.[CH3:18]I, predict the reaction product. The product is: [CH3:18][N:11]1[C:12]2[C:17](=[CH:16][CH:15]=[CH:14][CH:13]=2)[C:9]([C:3]2[CH:4]=[CH:5][CH:6]=[CH:7][CH:8]=2)=[CH:10]1. (4) Given the reactants Cl[C:2]1[O:3][C:4]2[C:5](=[C:7]([C:11]([O:13][CH3:14])=[O:12])[CH:8]=[CH:9][CH:10]=2)[N:6]=1.[NH2:15][C:16]1[CH:21]=[CH:20][N:19]=[CH:18][CH:17]=1.C1(P(C2CCCCC2)C2C=CC=CC=2C2C(C(C)C)=CC(C(C)C)=CC=2C(C)C)CCCCC1.C([O-])([O-])=O.[K+].[K+], predict the reaction product. The product is: [N:19]1[CH:20]=[CH:21][C:16]([NH:15][C:2]2[O:3][C:4]3[C:5](=[C:7]([C:11]([O:13][CH3:14])=[O:12])[CH:8]=[CH:9][CH:10]=3)[N:6]=2)=[CH:17][CH:18]=1. (5) Given the reactants Cl.[NH2:2][S:3]([C:6]1[CH:13]=[CH:12][C:9]([CH2:10][NH2:11])=[CH:8][CH:7]=1)(=[O:5])=[O:4].Cl.CS([C:19]1[CH:26]=CC(CN)=CC=1)(=O)=O.[NH2:27][C:28]1[CH:29]=[C:30]2[C:35](=[CH:36][CH:37]=1)[N:34]=[CH:33][CH:32]=[CH:31]2.[NH2:38][C:39]1S[C:41]([C:45]([O:47][CH2:48]C)=O)=[C:42]([CH3:44])[N:43]=1.[C:50](O)(C(F)(F)F)=[O:51].O.[CH3:58]O, predict the reaction product. The product is: [CH3:50][O:51][C:26]1[CH:19]=[C:44]2[C:42](=[CH:41][C:45]=1[O:47][CH3:48])[N:43]=[C:39]([NH:27][C:28]1[CH:29]=[C:30]3[C:35](=[CH:36][CH:37]=1)[N:34]=[CH:33][CH:32]=[CH:31]3)[N:38]=[C:58]2[NH:11][CH2:10][C:9]1[CH:8]=[CH:7][C:6]([S:3]([NH2:2])(=[O:4])=[O:5])=[CH:13][CH:12]=1. (6) Given the reactants [Cl:1][C:2]1[CH:3]=[C:4](I)[CH:5]=[C:6]2[C:11]=1[O:10][CH:9]([C:12]([F:15])([F:14])[F:13])[C:8]([C:16]([O:18]CC)=[O:17])=[CH:7]2.[CH2:22]1COC[CH2:23]1.CO.O[Li].O.Cl, predict the reaction product. The product is: [Cl:1][C:2]1[CH:3]=[C:4]([C:22]#[CH:23])[CH:5]=[C:6]2[C:11]=1[O:10][CH:9]([C:12]([F:15])([F:14])[F:13])[C:8]([C:16]([OH:18])=[O:17])=[CH:7]2. (7) Given the reactants [CH3:1][C:2]1[CH:7]=[CH:6][C:5]([O:8][CH3:9])=[CH:4][CH:3]=1.S(=O)(=O)(O)O.[Cl:15][CH2:16][C:17]([CH3:19])=[CH2:18], predict the reaction product. The product is: [Cl:15][CH2:16][C:17]([C:4]1[CH:3]=[C:2]([CH3:1])[CH:7]=[CH:6][C:5]=1[O:8][CH3:9])([CH3:19])[CH3:18]. (8) Given the reactants [CH3:1][C:2]1[S:12][C:5]2[N:6]=[C:7]([CH3:11])[CH:8]=[C:9]([NH2:10])[C:4]=2[C:3]=1[C:13]1[CH:18]=[CH:17][CH:16]=[C:15]([O:19][CH3:20])[CH:14]=1.[Li+].C[Si]([N-][Si](C)(C)C)(C)C.[Br:31][C:32]1[CH:37]=[CH:36][C:35]([S:38](Cl)(=[O:40])=[O:39])=[CH:34][CH:33]=1, predict the reaction product. The product is: [Br:31][C:32]1[CH:37]=[CH:36][C:35]([S:38]([NH:10][C:9]2[CH:8]=[C:7]([CH3:11])[N:6]=[C:5]3[S:12][C:2]([CH3:1])=[C:3]([C:13]4[CH:18]=[CH:17][CH:16]=[C:15]([O:19][CH3:20])[CH:14]=4)[C:4]=23)(=[O:40])=[O:39])=[CH:34][CH:33]=1. (9) Given the reactants [CH3:1][C:2]1[N:3]=[C:4]2[CH:9]=[CH:8][C:7]([NH:10][C:11]([C:13]3[CH:14]=[CH:15][C:16]([C:19]4[CH2:24][CH2:23][N:22]([C:25]([O:27][C:28]([CH3:31])([CH3:30])[CH3:29])=[O:26])[CH2:21][CH:20]=4)=[N:17][CH:18]=3)=[O:12])=[CH:6][N:5]2[CH:32]=1, predict the reaction product. The product is: [CH3:1][C:2]1[N:3]=[C:4]2[CH:9]=[CH:8][C:7]([NH:10][C:11]([C:13]3[CH:14]=[CH:15][C:16]([CH:19]4[CH2:20][CH2:21][N:22]([C:25]([O:27][C:28]([CH3:30])([CH3:29])[CH3:31])=[O:26])[CH2:23][CH2:24]4)=[N:17][CH:18]=3)=[O:12])=[CH:6][N:5]2[CH:32]=1. (10) Given the reactants C(=O)(O)[O-].[Na+].[NH2:6][C:7]1[CH:8]=[C:9]([S:17]([NH2:20])(=[O:19])=[O:18])[CH:10]=[CH:11][C:12]=1[O:13][CH:14]([CH3:16])[CH3:15].[C:21](Cl)(Cl)=[S:22], predict the reaction product. The product is: [CH:14]([O:13][C:12]1[CH:11]=[CH:10][C:9]([S:17]([NH2:20])(=[O:18])=[O:19])=[CH:8][C:7]=1[N:6]=[C:21]=[S:22])([CH3:16])[CH3:15].